Dataset: Catalyst prediction with 721,799 reactions and 888 catalyst types from USPTO. Task: Predict which catalyst facilitates the given reaction. (1) Reactant: [CH2:1]([NH:3][C:4]([NH:6][C:7]1[N:12]=[CH:11][C:10]([C:13]2[CH:14]=[N:15][CH:16]=[C:17]([C:19]3[O:20][C:21](=[O:24])[NH:22][N:23]=3)[CH:18]=2)=[C:9]([C:25]#[C:26][Si](C)(C)C)[CH:8]=1)=[O:5])[CH3:2].[OH-].[Na+].Cl.C(Cl)Cl. Product: [CH2:1]([NH:3][C:4]([NH:6][C:7]1[N:12]=[CH:11][C:10]([C:13]2[CH:14]=[N:15][CH:16]=[C:17]([C:19]3[O:20][C:21](=[O:24])[NH:22][N:23]=3)[CH:18]=2)=[C:9]([C:25]#[CH:26])[CH:8]=1)=[O:5])[CH3:2]. The catalyst class is: 5. (2) The catalyst class is: 6. Reactant: [CH3:1][C:2]1[C:10]([CH3:11])=[CH:9][C:5]2[NH:6][CH:7]=[N:8][C:4]=2[CH:3]=1.[N+:12]([C:15]1[CH:22]=[CH:21][C:18]([CH2:19]Br)=[CH:17][CH:16]=1)([O-:14])=[O:13].C(=O)([O-])[O-].[K+].[K+].CN(C)C=O. Product: [CH3:1][C:2]1[C:10]([CH3:11])=[CH:9][C:5]2[N:6]([CH2:19][C:18]3[CH:21]=[CH:22][C:15]([N+:12]([O-:14])=[O:13])=[CH:16][CH:17]=3)[CH:7]=[N:8][C:4]=2[CH:3]=1. (3) Reactant: [C:1]([C:3]([C:14]([O:16][C:17]([CH3:20])([CH3:19])[CH3:18])=[O:15])([CH2:9][C:10](OC)=[O:11])[CH2:4][C:5]([O:7][CH3:8])=[O:6])#[N:2].[H][H]. Product: [CH3:8][O:7][C:5](=[O:6])[CH2:4][C:3]1([C:14]([O:16][C:17]([CH3:20])([CH3:19])[CH3:18])=[O:15])[CH2:9][C:10](=[O:11])[NH:2][CH2:1]1. The catalyst class is: 94. (4) Reactant: C([O:8][C:9]1[CH:14]=[CH:13][C:12]([CH2:15][CH:16]([O:22][C:23]2[CH:28]=[CH:27][C:26]([O:29][C:30]([F:33])([F:32])[F:31])=[CH:25][CH:24]=2)[C:17]([O:19][CH2:20][CH3:21])=[O:18])=[CH:11][CH:10]=1)C1C=CC=CC=1.Br.C(=O)([O-])[O-].[K+].[K+]. Product: [OH:8][C:9]1[CH:10]=[CH:11][C:12]([CH2:15][CH:16]([O:22][C:23]2[CH:28]=[CH:27][C:26]([O:29][C:30]([F:31])([F:32])[F:33])=[CH:25][CH:24]=2)[C:17]([O:19][CH2:20][CH3:21])=[O:18])=[CH:13][CH:14]=1. The catalyst class is: 15. (5) Reactant: [Br:1][C:2]1[C:18]([Cl:19])=[CH:17][C:5]([O:6][C:7]2[C:12]([C:13]([OH:15])=O)=[CH:11][N:10]=[C:9]([CH3:16])[CH:8]=2)=[C:4]([Cl:20])[CH:3]=1.C(N(C(C)C)C(C)C)C.CN(C(ON1N=NC2C=CC=NC1=2)=[N+](C)C)C.F[P-](F)(F)(F)(F)F.[CH:54]1([N:57]2[C:66]3[C:61](=[CH:62][CH:63]=[CH:64][CH:65]=3)[NH:60][CH2:59][CH2:58]2)[CH2:56][CH2:55]1.C(=O)(O)[O-].[Na+]. The catalyst class is: 42. Product: [Br:1][C:2]1[C:18]([Cl:19])=[CH:17][C:5]([O:6][C:7]2[CH:8]=[C:9]([CH3:16])[N:10]=[CH:11][C:12]=2[C:13]([N:60]2[C:61]3[C:66](=[CH:65][CH:64]=[CH:63][CH:62]=3)[N:57]([CH:54]3[CH2:56][CH2:55]3)[CH2:58][CH2:59]2)=[O:15])=[C:4]([Cl:20])[CH:3]=1. (6) Product: [OH:8][N:7]=[C:6]([Cl:11])[C:5]1[CH:9]=[CH:10][C:2]([CH3:1])=[N:3][CH:4]=1. The catalyst class is: 31. Reactant: [CH3:1][C:2]1[CH:10]=[CH:9][C:5]([CH:6]=[N:7][OH:8])=[CH:4][N:3]=1.[Cl:11]N1C(=O)CCC1=O.